This data is from Forward reaction prediction with 1.9M reactions from USPTO patents (1976-2016). The task is: Predict the product of the given reaction. (1) Given the reactants [CH3:1][C@H:2]1[C:3](=[O:29])[NH:4][C:5]2[CH:6]=[CH:7][CH:8]=[N:9][C:10]=2[C:11]2[CH:12]=[CH:13][CH:14]=[C:15]([CH:28]=2)[C@@H:16]([NH:20][C:21](=[O:27])[O:22][C:23]([CH3:26])([CH3:25])[CH3:24])[CH2:17][CH:18]=[CH:19]1, predict the reaction product. The product is: [CH3:1][C@@H:2]1[CH2:19][CH2:18][CH2:17][C@H:16]([NH:20][C:21](=[O:27])[O:22][C:23]([CH3:24])([CH3:26])[CH3:25])[C:15]2[CH:28]=[C:11]([CH:12]=[CH:13][CH:14]=2)[C:10]2[N:9]=[CH:8][CH:7]=[CH:6][C:5]=2[NH:4][C:3]1=[O:29]. (2) Given the reactants [OH:1][CH2:2][C@H:3]1[CH2:7][CH2:6][CH2:5][NH:4]1.[H-].[Na+].[O:10]1[C:14]2[CH:15]=[CH:16][CH:17]=[CH:18][C:13]=2[CH:12]=[C:11]1[C:19]1[N:23]2[N:24]=[C:25](Cl)[CH:26]=[CH:27][C:22]2=[N:21][CH:20]=1, predict the reaction product. The product is: [O:10]1[C:14]2[CH:15]=[CH:16][CH:17]=[CH:18][C:13]=2[CH:12]=[C:11]1[C:19]1[N:23]2[N:24]=[C:25]([O:1][CH2:2][C@H:3]3[CH2:7][CH2:6][CH2:5][NH:4]3)[CH:26]=[CH:27][C:22]2=[N:21][CH:20]=1.